Dataset: NCI-60 drug combinations with 297,098 pairs across 59 cell lines. Task: Regression. Given two drug SMILES strings and cell line genomic features, predict the synergy score measuring deviation from expected non-interaction effect. (1) Drug 1: C1CN(CCN1C(=O)CCBr)C(=O)CCBr. Drug 2: C1C(C(OC1N2C=NC3=C2NC=NCC3O)CO)O. Cell line: OVCAR-4. Synergy scores: CSS=9.08, Synergy_ZIP=-3.80, Synergy_Bliss=-2.11, Synergy_Loewe=-1.77, Synergy_HSA=-1.61. (2) Drug 1: CC1CCC2CC(C(=CC=CC=CC(CC(C(=O)C(C(C(=CC(C(=O)CC(OC(=O)C3CCCCN3C(=O)C(=O)C1(O2)O)C(C)CC4CCC(C(C4)OC)O)C)C)O)OC)C)C)C)OC. Drug 2: C1=NNC2=C1C(=O)NC=N2. Cell line: HS 578T. Synergy scores: CSS=29.6, Synergy_ZIP=4.14, Synergy_Bliss=5.70, Synergy_Loewe=-20.7, Synergy_HSA=4.20. (3) Drug 1: C1CC(C1)(C(=O)O)C(=O)O.[NH2-].[NH2-].[Pt+2]. Drug 2: N.N.Cl[Pt+2]Cl. Cell line: NCI-H460. Synergy scores: CSS=53.0, Synergy_ZIP=5.18, Synergy_Bliss=5.55, Synergy_Loewe=-3.71, Synergy_HSA=7.21. (4) Drug 1: CC1CCC2CC(C(=CC=CC=CC(CC(C(=O)C(C(C(=CC(C(=O)CC(OC(=O)C3CCCCN3C(=O)C(=O)C1(O2)O)C(C)CC4CCC(C(C4)OC)O)C)C)O)OC)C)C)C)OC. Drug 2: B(C(CC(C)C)NC(=O)C(CC1=CC=CC=C1)NC(=O)C2=NC=CN=C2)(O)O. Cell line: K-562. Synergy scores: CSS=74.6, Synergy_ZIP=3.47, Synergy_Bliss=3.14, Synergy_Loewe=-2.22, Synergy_HSA=3.94.